Dataset: Reaction yield outcomes from USPTO patents with 853,638 reactions. Task: Predict the reaction yield, written as a fraction of the theoretical maximum amount of product (1.0 means a 100% yield; for example, 0.34 means a 34% yield). (1) The reactants are [CH:1]([O:4][C:5]1[CH:25]=[CH:24][CH:23]=[CH:22][C:6]=1[O:7][CH2:8][CH2:9][CH2:10][N:11]1[C:19](=O)[C:18]2[C:13](=[CH:14][CH:15]=[CH:16][CH:17]=2)C1=O)([CH3:3])[CH3:2].C(OC1C=CC=CC=1O)(C)C.C([O-])([O-])=O.[K+].[K+].BrCCC[N:47]1[C:55](=[O:56])C2[C:49](=[CH:50][CH:51]=[CH:52]C=2)[C:48]1=O. The catalyst is CN(C=O)C. The product is [CH:1]([O:4][C:5]1[CH:25]=[CH:24][CH:23]=[CH:22][C:6]=1[O:7][CH2:8][CH2:9][CH2:10][NH:11][CH2:19][C:18]1[CH:17]=[C:16]([C:55]([N:47]2[CH2:52][CH2:51][CH2:50][CH2:49][CH2:48]2)=[O:56])[CH:15]=[CH:14][CH:13]=1)([CH3:2])[CH3:3]. The yield is 0.870. (2) The reactants are [Si]([O:8][CH2:9][C@@H:10]1[C@H:14]([CH2:15][CH3:16])[CH2:13][C:12](=[CH:17][C:18]([O:20][CH2:21][CH3:22])=[O:19])[CH2:11]1)(C(C)(C)C)(C)C.CCCC[N+](CCCC)(CCCC)CCCC.[F-].CCOC(C)=O.O. The catalyst is C1COCC1. The product is [CH2:15]([C@H:14]1[C@@H:10]([CH2:9][OH:8])[CH2:11][C:12](=[CH:17][C:18]([O:20][CH2:21][CH3:22])=[O:19])[CH2:13]1)[CH3:16]. The yield is 0.950. (3) The reactants are [N:1]1[CH:6]=[CH:5][CH:4]=[C:3]([C@H:7]2[CH2:12][CH2:11][CH2:10][C@H:9](O)[CH2:8]2)[CH:2]=1.[C:14]1(=[O:24])[NH:18][C:17](=[O:19])[C:16]2=[CH:20][CH:21]=[CH:22][CH:23]=[C:15]12.CC(OC(/N=N/C(OC(C)C)=O)=O)C.C1(P(C2C=CC=CC=2)C2C=CC=CC=2)C=CC=CC=1. The catalyst is C1COCC1.CCOC(C)=O. The product is [N:1]1[CH:6]=[CH:5][CH:4]=[C:3]([C@@H:7]2[CH2:12][CH2:11][CH2:10][C@H:9]([N:18]3[C:17](=[O:19])[C:16]4=[CH:20][CH:21]=[CH:22][CH:23]=[C:15]4[C:14]3=[O:24])[CH2:8]2)[CH:2]=1. The yield is 0.240. (4) The yield is 0.930. No catalyst specified. The reactants are [Br:1][C:2]1[CH:3]=[C:4]([S:8](Cl)(=[O:10])=[O:9])[CH:5]=[CH:6][CH:7]=1.[NH2:12][CH2:13][CH2:14][N:15]1[CH2:20][CH2:19][O:18][CH2:17][CH2:16]1. The product is [Br:1][C:2]1[CH:3]=[C:4]([S:8]([NH:12][CH2:13][CH2:14][N:15]2[CH2:20][CH2:19][O:18][CH2:17][CH2:16]2)(=[O:10])=[O:9])[CH:5]=[CH:6][CH:7]=1. (5) The reactants are [OH:1][C:2]1([C:15]2[S:16][C:17]([C:20]3[CH:25]=[C:24]([NH:26][C:27]4[N:32]=[C:31]([C:33]([F:36])([F:35])[F:34])[CH:30]=[CH:29][N:28]=4)[CH:23]=[C:22]([CH3:37])[CH:21]=3)=[CH:18][N:19]=2)[CH2:7][CH2:6][N:5](C(OCCCC)=O)[CH2:4][CH2:3]1.C(O)(C(F)(F)F)=O.C([O-])(O)=O.[Na+]. The catalyst is C(Cl)Cl. The product is [CH3:37][C:22]1[CH:21]=[C:20]([C:17]2[S:16][C:15]([C:2]3([OH:1])[CH2:3][CH2:4][NH:5][CH2:6][CH2:7]3)=[N:19][CH:18]=2)[CH:25]=[C:24]([NH:26][C:27]2[N:32]=[C:31]([C:33]([F:35])([F:36])[F:34])[CH:30]=[CH:29][N:28]=2)[CH:23]=1. The yield is 0.980.